This data is from Reaction yield outcomes from USPTO patents with 853,638 reactions. The task is: Predict the reaction yield, written as a fraction of the theoretical maximum amount of product (1.0 means a 100% yield; for example, 0.34 means a 34% yield). (1) The reactants are [CH2:1]1[C:4]2([CH2:9][CH2:8][C:7](=O)[CH2:6][CH2:5]2)[CH2:3][O:2]1.[CH2:11]([NH2:18])[C:12]1[CH:17]=[CH:16][CH:15]=[CH:14][CH:13]=1.C(O[BH-](OC(=O)C)OC(=O)C)(=O)C.[Na+].C(=O)([O-])O.[Na+]. The catalyst is ClC(Cl)C. The product is [CH2:11]([NH:18][CH:7]1[CH2:8][CH2:9][C:4]2([CH2:3][O:2][CH2:1]2)[CH2:5][CH2:6]1)[C:12]1[CH:17]=[CH:16][CH:15]=[CH:14][CH:13]=1. The yield is 0.370. (2) The reactants are [Br:1][C:2]1[C:6]([C:7](OCC)=[O:8])=[CH:5][N:4]([CH:12]2[CH2:15][CH2:14][CH2:13]2)[N:3]=1.[H-].C([Al+]CC(C)C)C(C)C. The catalyst is O1CCCC1.C(OCC)(=O)C.[C@H](O)(C([O-])=O)[C@@H](O)C([O-])=O.[Na+].[K+]. The product is [Br:1][C:2]1[C:6]([CH2:7][OH:8])=[CH:5][N:4]([CH:12]2[CH2:13][CH2:14][CH2:15]2)[N:3]=1. The yield is 1.00. (3) The reactants are OC1C([N+]([O-])=O)([N+]([O-])=O)C(O)=[N:5][C:4](=[C:15]([N+:19]([O-:21])=[O:20])[N+:16]([O-:18])=[O:17])[N:3]=1.OC1C=C(O)N=C(C)N=1. No catalyst specified. The product is [NH2:3][C:4]([NH2:5])=[C:15]([N+:19]([O-:21])=[O:20])[N+:16]([O-:18])=[O:17]. The yield is 0.700. (4) The product is [F:38][C:25]1[CH:26]=[C:27]([C:30]2[C:31]([C:36]#[N:37])=[CH:32][CH:33]=[CH:34][CH:35]=2)[CH:28]=[CH:29][C:24]=1[CH2:23][C:20]1[C:21](=[O:22])[N:16]([C@H:13]2[CH2:14][CH2:15][C@H:10]([O:9][CH2:8][C:4]3([OH:51])[CH2:7][CH2:6][CH2:5]3)[CH2:11][CH2:12]2)[C:17]2[N:18]([N:42]=[CH:43][N:44]=2)[C:19]=1[CH2:39][CH2:40][CH3:41]. The reactants are C([C:4]1([CH2:8][O:9][C@H:10]2[CH2:15][CH2:14][C@H:13]([N:16]3[C:21](=[O:22])[C:20]([CH2:23][C:24]4[CH:29]=[CH:28][C:27]([C:30]5[C:31]([C:36]#[N:37])=[CH:32][CH:33]=[CH:34][CH:35]=5)=[CH:26][C:25]=4[F:38])=[C:19]([CH2:39][CH2:40][CH3:41])[N:18]4[N:42]=[CH:43][N:44]=[C:17]34)[CH2:12][CH2:11]2)[CH2:7][CH2:6][CH2:5]1)(=O)C.O.OO.FC(F)(F)C(OC(=O)C(F)(F)F)=[O:51].C(=O)([O-])O.[Na+].S([O-])([O-])(=O)=S.[Na+].[Na+]. The catalyst is C(Cl)(Cl)Cl. The yield is 0.650.